From a dataset of Forward reaction prediction with 1.9M reactions from USPTO patents (1976-2016). Predict the product of the given reaction. (1) Given the reactants [C:1]1([CH:7]2[O:12][CH2:11][CH:10]([OH:13])[CH2:9][O:8]2)[CH:6]=[CH:5][CH:4]=[CH:3][CH:2]=1.[H-].[Na+].[Cl:16][C:17]1[CH:22]=[C:21](Cl)[N:20]=[C:19]([S:24][CH2:25][C:26]2[CH:31]=[CH:30][CH:29]=[C:28]([F:32])[C:27]=2[F:33])[N:18]=1, predict the reaction product. The product is: [Cl:16][C:17]1[CH:22]=[C:21]([O:13][CH:10]2[CH2:11][O:12][CH:7]([C:1]3[CH:2]=[CH:3][CH:4]=[CH:5][CH:6]=3)[O:8][CH2:9]2)[N:20]=[C:19]([S:24][CH2:25][C:26]2[CH:31]=[CH:30][CH:29]=[C:28]([F:32])[C:27]=2[F:33])[N:18]=1. (2) Given the reactants [F:1][C:2]1[N:7]=[C:6]([O:8][CH2:9][C:10]#[C:11][I:12])[N:5]=[C:4]([C:13]2[N:14]([CH3:18])[CH:15]=[CH:16][CH:17]=2)[N:3]=1.[F:19][C:20]([F:32])([F:31])[C:21]1[CH:22]=[C:23]([CH:28]=[CH:29][CH:30]=1)[CH2:24][N:25]=[N+:26]=[N-:27], predict the reaction product. The product is: [F:1][C:2]1[N:7]=[C:6]([O:8][CH2:9][C:10]2[N:27]=[N:26][N:25]([CH2:24][C:23]3[CH:28]=[CH:29][CH:30]=[C:21]([C:20]([F:19])([F:32])[F:31])[CH:22]=3)[C:11]=2[I:12])[N:5]=[C:4]([C:13]2[N:14]([CH3:18])[CH:15]=[CH:16][CH:17]=2)[N:3]=1. (3) Given the reactants [F:1][C:2]([F:7])([F:6])[C:3]([OH:5])=[O:4].C(OC([N:15]1[CH2:20][C@H:19]([CH3:21])[N:18]([C:22]2[CH:27]=[CH:26][C:25]([O:28][CH2:29][C@@H:30]3[O:35][C:34]4=[N:36][C:37]([N+:39]([O-:41])=[O:40])=[CH:38][N:33]4[CH2:32][CH2:31]3)=[CH:24][CH:23]=2)[CH2:17][C@H:16]1[CH3:42])=O)(C)(C)C, predict the reaction product. The product is: [F:1][C:2]([F:7])([F:6])[C:3]([OH:5])=[O:4].[CH3:21][C@H:19]1[CH2:20][NH:15][C@H:16]([CH3:42])[CH2:17][N:18]1[C:22]1[CH:23]=[CH:24][C:25]([O:28][CH2:29][C@@H:30]2[O:35][C:34]3=[N:36][C:37]([N+:39]([O-:41])=[O:40])=[CH:38][N:33]3[CH2:32][CH2:31]2)=[CH:26][CH:27]=1. (4) Given the reactants Cl.Cl.[N:3]1([CH2:9][CH2:10][C:11]([O:13][CH3:14])=[O:12])[CH2:8][CH2:7][NH:6][CH2:5][CH2:4]1.F[C:16]1[N:21]=[C:20]([C:22]2[NH:31][C:30](=[O:32])[C:29]3[C:24](=[CH:25][C:26]([O:35][CH3:36])=[CH:27][C:28]=3[O:33][CH3:34])[N:23]=2)[CH:19]=[CH:18][CH:17]=1.CN(C)C(N(C)C)=N, predict the reaction product. The product is: [CH3:34][O:33][C:28]1[CH:27]=[C:26]([O:35][CH3:36])[CH:25]=[C:24]2[C:29]=1[C:30](=[O:32])[NH:31][C:22]([C:20]1[N:21]=[C:16]([N:6]3[CH2:7][CH2:8][N:3]([CH2:9][CH2:10][C:11]([O:13][CH3:14])=[O:12])[CH2:4][CH2:5]3)[CH:17]=[CH:18][CH:19]=1)=[N:23]2. (5) The product is: [Br:1][C:2]1[C:3]2[N:4]([C:10]([CH3:11])=[N:9][N:8]=2)[CH:5]=[CH:6][CH:7]=1. Given the reactants [Br:1][C:2]1[C:3]([NH:8][NH:9][C:10](=O)[CH3:11])=[N:4][CH:5]=[CH:6][CH:7]=1.C(O)(=O)C, predict the reaction product.